Dataset: Catalyst prediction with 721,799 reactions and 888 catalyst types from USPTO. Task: Predict which catalyst facilitates the given reaction. (1) Reactant: C(=O)([O-])[O-].[K+].[K+].[C:7]([CH:10]([CH:12]([C:14](O)=O)O)O)(O)=O.[CH3:17][C@@H:18]1[CH2:22][CH2:21][CH2:20][NH:19]1.CC1C=CC(S(OCCC#C)(=O)=O)=CC=1.S(C1C=CC(C)=CC=1)([O-])(=O)=O. Product: [CH2:7]([N:19]1[CH2:20][CH2:21][CH2:22][C@H:18]1[CH3:17])[CH2:10][C:12]#[CH:14]. The catalyst class is: 10. (2) Reactant: [Cl:1][C:2]1[CH:7]=[CH:6][C:5]([C:8](=[NH:20])[NH:9][C:10]2[CH:15]=[CH:14][C:13]([S:16]([CH3:19])(=[O:18])=[O:17])=[CH:12][CH:11]=2)=[CH:4][CH:3]=1.C(=O)(O)[O-].[Na+].[Cl:26][C:27]1[CH:36]=[CH:35][C:30]([C:31](=O)[CH2:32]Br)=[CH:29][CH:28]=1. Product: [Cl:1][C:2]1[CH:3]=[CH:4][C:5]([C:8]2[N:9]([C:10]3[CH:15]=[CH:14][C:13]([S:16]([CH3:19])(=[O:17])=[O:18])=[CH:12][CH:11]=3)[CH:32]=[C:31]([C:30]3[CH:35]=[CH:36][C:27]([Cl:26])=[CH:28][CH:29]=3)[N:20]=2)=[CH:6][CH:7]=1. The catalyst class is: 32. (3) Reactant: [Li]CCCC.C(NC(C)C)(C)C.[Cl:13][C:14]1[CH:19]=[CH:18][N:17]=[CH:16][CH:15]=1.[CH2:20]([O:22]C=O)C. Product: [Cl:13][C:14]1[CH:19]=[CH:18][N:17]=[CH:16][C:15]=1[CH:20]=[O:22]. The catalyst class is: 30. (4) Reactant: [O:1]=[S:2]1(=[O:22])[CH2:7][CH2:6][CH2:5][CH2:4][N:3]1[C:8]1[N:17]=[C:16]([C:18](O)=[O:19])[C:15]([OH:21])=[C:14]2[C:9]=1[CH:10]=[CH:11][CH:12]=[N:13]2.Cl.CN(C)CCCN=C=NCC.ON1C2N=CC=CC=2N=N1.[Cl-].[F:46][C:47]1[CH:52]=[CH:51][C:50]([CH2:53][NH3+:54])=[C:49]([C:55]([NH:57][CH:58]([CH3:60])[CH3:59])=[O:56])[CH:48]=1.C(N(CC)CC)C.[OH-].[Na+]. Product: [O:1]=[S:2]1(=[O:22])[CH2:7][CH2:6][CH2:5][CH2:4][N:3]1[C:8]1[N:17]=[C:16]([C:18]([NH:54][CH2:53][C:50]2[CH:51]=[CH:52][C:47]([F:46])=[CH:48][C:49]=2[C:55]([NH:57][CH:58]([CH3:60])[CH3:59])=[O:56])=[O:19])[C:15]([OH:21])=[C:14]2[C:9]=1[CH:10]=[CH:11][CH:12]=[N:13]2. The catalyst class is: 136. (5) Reactant: [NH2:1][C:2]1[C:11]2=[CH:12][N:13]([CH:15]3[O:19][CH:18]([C:20](C4C=CC=CC=4)(C4C=CC=CC=4)[O:21][SiH2]C(C)(C)C)[CH:17]([O:39][C:40](=[O:46])[CH2:41][CH2:42][CH2:43][CH2:44][CH3:45])[C:16]3([OH:48])[CH3:47])[N:14]=[C:9]3[C:10]2=[C:4]([C:5](=[O:49])[NH:6][N:7]=[CH:8]3)[CH:3]=1.CCCC[N+](CCCC)(CCCC)CCCC.[F-]. The catalyst class is: 36. Product: [NH2:1][C:2]1[C:11]2=[CH:12][N:13]([CH:15]3[O:19][CH:18]([CH2:20][OH:21])[CH:17]([O:39][C:40](=[O:46])[CH2:41][CH2:42][CH2:43][CH2:44][CH3:45])[C:16]3([OH:48])[CH3:47])[N:14]=[C:9]3[C:10]2=[C:4]([C:5](=[O:49])[NH:6][N:7]=[CH:8]3)[CH:3]=1.